This data is from Full USPTO retrosynthesis dataset with 1.9M reactions from patents (1976-2016). The task is: Predict the reactants needed to synthesize the given product. (1) Given the product [CH3:1][O:2][C:3](=[O:28])[CH2:4][C:5]1[C:13]2[C:8](=[N:9][CH:10]=[CH:11][CH:12]=2)[N:7]([CH2:14][C:15]([C:16]2[CH:21]=[CH:20][C:19]([S:22]([CH3:25])(=[O:24])=[O:23])=[CH:18][CH:17]=2)=[O:33])[C:6]=1[CH3:27], predict the reactants needed to synthesize it. The reactants are: [CH3:1][O:2][C:3](=[O:28])[CH2:4][C:5]1[C:13]2[C:8](=[N:9][CH:10]=[CH:11][CH:12]=2)[N:7]([CH2:14][CH:15](I)[C:16]2[CH:21]=[CH:20][C:19]([S:22]([CH3:25])(=[O:24])=[O:23])=[CH:18][CH:17]=2)[C:6]=1[CH3:27].[BH4-].[Na+].CS(C)=[O:33]. (2) Given the product [CH2:1]([O:3][C:4]([C:6]1[NH:7][C:8]2[C:13]([C:14]=1[CH2:15][CH2:16][CH2:17][NH:18][C:19]([O:21][C:22]([CH3:25])([CH3:24])[CH3:23])=[O:20])=[CH:12][C:11]([NH:26][C:27](=[O:34])[C:28]1[CH:33]=[CH:32][CH:31]=[CH:30][CH:29]=1)=[CH:10][CH:9]=2)=[O:5])[CH3:2], predict the reactants needed to synthesize it. The reactants are: [CH2:1]([O:3][C:4]([C:6]1[NH:7][C:8]2[C:13]([C:14]=1[CH2:15][CH2:16][CH2:17][NH:18][C:19]([O:21][C:22]([CH3:25])([CH3:24])[CH3:23])=[O:20])=[CH:12][C:11]([NH2:26])=[CH:10][CH:9]=2)=[O:5])[CH3:2].[C:27](O[C:27](=[O:34])[C:28]1[CH:33]=[CH:32][CH:31]=[CH:30][CH:29]=1)(=[O:34])[C:28]1[CH:33]=[CH:32][CH:31]=[CH:30][CH:29]=1. (3) Given the product [F:19][C:20]1[CH:41]=[CH:40][C:23]([CH2:24][N:25]2[C:29](=[O:30])[N:28]([C:31]3[S:35][C:34]([C:36]([NH:18][CH2:17][C:15]4[N:16]=[C:12]([CH3:11])[S:13][CH:14]=4)=[O:37])=[C:33]([CH3:39])[CH:32]=3)[CH:27]=[N:26]2)=[CH:22][CH:21]=1, predict the reactants needed to synthesize it. The reactants are: NCC1C=NC=CC=1.Cl.Cl.[CH3:11][C:12]1[S:13][CH:14]=[C:15]([CH2:17][NH2:18])[N:16]=1.[F:19][C:20]1[CH:41]=[CH:40][C:23]([CH2:24][N:25]2[C:29](=[O:30])[N:28]([C:31]3[S:35][C:34]([C:36](O)=[O:37])=[C:33]([CH3:39])[CH:32]=3)[CH:27]=[N:26]2)=[CH:22][CH:21]=1. (4) Given the product [Cl:23][C:5]1[C:6]([NH:8][C:9]2[CH:14]=[CH:13][CH:12]=[CH:11][C:10]=2[S:15]([N:18]2[CH2:22][CH2:21][CH2:20][CH2:19]2)(=[O:17])=[O:16])=[N:7][C:2]([NH:24][C:25]2[C:38]([O:39][CH3:40])=[CH:37][C:28]3[CH2:29][CH2:30][N:31]([CH2:34][CH2:35][OH:36])[CH2:32][CH2:33][C:27]=3[CH:26]=2)=[N:3][CH:4]=1, predict the reactants needed to synthesize it. The reactants are: Cl[C:2]1[N:7]=[C:6]([NH:8][C:9]2[CH:14]=[CH:13][CH:12]=[CH:11][C:10]=2[S:15]([N:18]2[CH2:22][CH2:21][CH2:20][CH2:19]2)(=[O:17])=[O:16])[C:5]([Cl:23])=[CH:4][N:3]=1.[NH2:24][C:25]1[C:38]([O:39][CH3:40])=[CH:37][C:28]2[CH2:29][CH2:30][N:31]([CH2:34][CH2:35][OH:36])[CH2:32][CH2:33][C:27]=2[CH:26]=1.